Dataset: Forward reaction prediction with 1.9M reactions from USPTO patents (1976-2016). Task: Predict the product of the given reaction. (1) Given the reactants O[C:2]1[CH:3]=[C:4]([CH:7]=[C:8]([OH:10])[CH:9]=1)[CH:5]=[O:6].Br[CH2:12][CH2:13][CH2:14]Br.C(=O)([O-])[O-:17].[Cs+].[Cs+], predict the reaction product. The product is: [O:17]1[C:9]2[CH:2]=[CH:3][C:4]([CH:5]=[O:6])=[CH:7][C:8]=2[O:10][CH2:14][CH2:13][CH2:12]1. (2) Given the reactants [Cl:1][C:2]1[CH:7]=[CH:6][CH:5]=[CH:4][C:3]=1[CH:8]([C:33]1[CH:38]=[CH:37][C:36]([C:39]([F:42])([F:41])[F:40])=[CH:35][CH:34]=1)[O:9][C:10]1[CH:18]=[CH:17][C:16]([NH:19][C:20]([NH:22][C:23]2[CH:28]=[CH:27][C:26]([O:29][CH3:30])=[C:25]([O:31][CH3:32])[CH:24]=2)=[O:21])=[CH:15][C:11]=1[C:12]([O-:14])=O.ON1C2C=CC=CC=2N=N1.[C:53]([NH2:57])([CH3:56])([CH3:55])[CH3:54].Cl.CN(C)CCCN=C=NCC, predict the reaction product. The product is: [C:53]([NH:57][C:12](=[O:14])[C:11]1[CH:15]=[C:16]([NH:19][C:20]([NH:22][C:23]2[CH:28]=[CH:27][C:26]([O:29][CH3:30])=[C:25]([O:31][CH3:32])[CH:24]=2)=[O:21])[CH:17]=[CH:18][C:10]=1[O:9][CH:8]([C:3]1[CH:4]=[CH:5][CH:6]=[CH:7][C:2]=1[Cl:1])[C:33]1[CH:38]=[CH:37][C:36]([C:39]([F:40])([F:42])[F:41])=[CH:35][CH:34]=1)([CH3:56])([CH3:55])[CH3:54]. (3) Given the reactants Cl[C:2]1[N:17]=[C:16]([Cl:18])[CH:15]=[CH:14][C:3]=1[C:4]([O:6][CH2:7][C:8]1[CH:13]=[CH:12][CH:11]=[CH:10][CH:9]=1)=[O:5].[CH:19]1([CH:22]([C:29]2[CH:34]=[CH:33][CH:32]=[C:31]([O:35][CH2:36][CH:37]3[CH2:42][CH2:41][NH:40][CH2:39][CH2:38]3)[CH:30]=2)[CH2:23][C:24]([O:26][CH2:27][CH3:28])=[O:25])[CH2:21][CH2:20]1.C(N(CC)CC)C.O, predict the reaction product. The product is: [Cl:18][C:16]1[CH:15]=[CH:14][C:3]([C:4]([O:6][CH2:7][C:8]2[CH:13]=[CH:12][CH:11]=[CH:10][CH:9]=2)=[O:5])=[C:2]([N:40]2[CH2:39][CH2:38][CH:37]([CH2:36][O:35][C:31]3[CH:32]=[CH:33][CH:34]=[C:29]([CH:22]([CH:19]4[CH2:21][CH2:20]4)[CH2:23][C:24]([O:26][CH2:27][CH3:28])=[O:25])[CH:30]=3)[CH2:42][CH2:41]2)[N:17]=1. (4) The product is: [C:1]([Si:5]([CH3:37])([CH3:36])[O:6][CH2:7][C:8]#[C:9][C:10]1[CH:11]=[C:12]([CH:15]=[C:16]([C:18]([C:20]2[C:25]([CH:26]([CH3:28])[CH3:27])=[C:24]([O:29][CH3:30])[N:23]=[C:22]([CH3:31])[C:21]=2[CH2:32][CH:33]2[CH2:34][CH2:35]2)=[O:19])[CH:17]=1)[C:13]#[N:14])([CH3:4])([CH3:2])[CH3:3]. Given the reactants [C:1]([Si:5]([CH3:37])([CH3:36])[O:6][CH2:7][C:8]#[C:9][C:10]1[CH:11]=[C:12]([CH:15]=[C:16]([CH:18]([C:20]2[C:25]([CH:26]([CH3:28])[CH3:27])=[C:24]([O:29][CH3:30])[N:23]=[C:22]([CH3:31])[C:21]=2[CH2:32][CH:33]2[CH2:35][CH2:34]2)[OH:19])[CH:17]=1)[C:13]#[N:14])([CH3:4])([CH3:3])[CH3:2].[Cr](O[Cr]([O-])(=O)=O)([O-])(=O)=O.[NH+]1C=CC=CC=1.[NH+]1C=CC=CC=1, predict the reaction product. (5) Given the reactants C1(OC)C=CC=CC=1.C(OC([N:16]1[C:24]2[C:19](=[CH:20][CH:21]=[CH:22][CH:23]=2)[C:18]([CH2:25][C@@H:26]2[CH2:31][N:30]3[CH2:32][C:33]([C:36]4[CH:41]=[CH:40][N:39]=[CH:38][CH:37]=4)=[CH:34][CH2:35][C@@H:29]3[CH2:28][N:27]2[C:42](=[O:57])[C:43]2[CH:48]=[C:47]([C:49]([F:52])([F:51])[F:50])[CH:46]=[C:45]([C:53]([F:56])([F:55])[F:54])[CH:44]=2)=[CH:17]1)=O)(C)(C)C.C(OC(N1C2C(=CC=CC=2)C(C[C@@H]2CN3C=C(C4C=CN=CC=4)CC[C@@H]3CN2C(=O)C2C=C(C(F)(F)F)C=C(C(F)(F)F)C=2)=C1)=O)(C)(C)C.FC(F)(F)C(O)=O, predict the reaction product. The product is: [F:56][C:53]([F:54])([F:55])[C:45]1[CH:44]=[C:43]([C:42]([N:27]2[C@H:26]([CH2:25][C:18]3[C:19]4[C:24](=[CH:23][CH:22]=[CH:21][CH:20]=4)[NH:16][CH:17]=3)[CH2:31][N:30]3[CH:32]=[C:33]([C:36]4[CH:37]=[CH:38][N:39]=[CH:40][CH:41]=4)[CH2:34][CH2:35][C@@H:29]3[CH2:28]2)=[O:57])[CH:48]=[C:47]([C:49]([F:50])([F:51])[F:52])[CH:46]=1. (6) The product is: [Cl:36][C:33]1[CH:34]=[CH:35][C:30]([CH2:29][CH:28]([C:37]2([NH:40][C:41](=[O:47])[O:42][C:43]([CH3:45])([CH3:44])[CH3:46])[CH2:39][CH2:38]2)[CH2:27][OH:26])=[CH:31][CH:32]=1. Given the reactants CCCC[N+](CCCC)(CCCC)CCCC.[F-].[Si]([O:26][CH2:27][CH:28]([C:37]1([NH:40][C:41](=[O:47])[O:42][C:43]([CH3:46])([CH3:45])[CH3:44])[CH2:39][CH2:38]1)[CH2:29][C:30]1[CH:35]=[CH:34][C:33]([Cl:36])=[CH:32][CH:31]=1)(C(C)(C)C)(C)C.[NH4+].[Cl-], predict the reaction product. (7) Given the reactants [N:1]1[C:10]2[CH:9]([NH:11][CH2:12][CH2:13][CH2:14][NH:15][C:16](=[O:22])[O:17][C:18]([CH3:21])([CH3:20])[CH3:19])[CH2:8][CH2:7][CH2:6][C:5]=2[CH:4]=[CH:3][CH:2]=1.[N:23]1[C:24]([CH:32]=O)=[CH:25][N:26]2[CH:31]=[CH:30][CH:29]=[CH:28][C:27]=12.C(O)(=O)C.C(O[BH-](OC(=O)C)OC(=O)C)(=O)C.[Na+].C(=O)([O-])[O-].[Na+].[Na+], predict the reaction product. The product is: [N:23]1[C:24]([CH2:32][N:11]([CH:9]2[C:10]3[N:1]=[CH:2][CH:3]=[CH:4][C:5]=3[CH2:6][CH2:7][CH2:8]2)[CH2:12][CH2:13][CH2:14][NH:15][C:16](=[O:22])[O:17][C:18]([CH3:19])([CH3:21])[CH3:20])=[CH:25][N:26]2[CH:31]=[CH:30][CH:29]=[CH:28][C:27]=12.